Dataset: Forward reaction prediction with 1.9M reactions from USPTO patents (1976-2016). Task: Predict the product of the given reaction. (1) The product is: [C:1]([O:4][C:5]1[CH:16]=[CH:15][C:8]2[S:9][CH:10]=[C:11]([C:12]([Cl:24])=[O:13])[C:7]=2[CH:6]=1)(=[O:3])[CH3:2]. Given the reactants [C:1]([O:4][C:5]1[CH:16]=[CH:15][C:8]2[S:9][CH:10]=[C:11]([C:12](O)=[O:13])[C:7]=2[CH:6]=1)(=[O:3])[CH3:2].CN(C)C=O.S(Cl)([Cl:24])=O, predict the reaction product. (2) Given the reactants [CH2:1]([N:3]([CH2:13][CH3:14])[C:4](=[O:12])[C:5]1[CH:10]=[CH:9][CH:8]=[C:7]([CH3:11])[CH:6]=1)[CH3:2].[CH3:15][Si:16](Cl)([CH3:18])[CH3:17], predict the reaction product. The product is: [CH2:13]([N:3]([CH2:1][CH3:2])[C:4](=[O:12])[C:5]1[CH:6]=[C:7]([CH3:11])[CH:8]=[CH:9][C:10]=1[Si:16]([CH3:18])([CH3:17])[CH3:15])[CH3:14]. (3) Given the reactants [Cl:1][C:2]1[CH:3]=[N:4][CH:5]=[C:6]([Cl:9])[C:7]=1[CH3:8].C[O:11][C:12]([C:14]1[C:27]2[O:26][CH2:25][C:21]3([CH2:24][O:23][CH2:22]3)[CH2:20][O:19][C:18]=2[C:17]([O:28][CH3:29])=[CH:16][CH:15]=1)=O.[Li+].C[Si]([N-][Si](C)(C)C)(C)C, predict the reaction product. The product is: [Cl:1][C:2]1[CH:3]=[N:4][CH:5]=[C:6]([Cl:9])[C:7]=1[CH2:8][C:12]([C:14]1[C:27]2[O:26][CH2:25][C:21]3([CH2:24][O:23][CH2:22]3)[CH2:20][O:19][C:18]=2[C:17]([O:28][CH3:29])=[CH:16][CH:15]=1)=[O:11].